From a dataset of Reaction yield outcomes from USPTO patents with 853,638 reactions. Predict the reaction yield, written as a fraction of the theoretical maximum amount of product (1.0 means a 100% yield; for example, 0.34 means a 34% yield). (1) The reactants are [F:1][C:2]1[CH:3]=[C:4]([OH:11])[C:5](=[CH:9][CH:10]=1)[C:6]([OH:8])=[O:7].S(=O)(=O)(O)O.[CH3:17]O. The product is [F:1][C:2]1[CH:3]=[C:4]([OH:11])[C:5](=[CH:9][CH:10]=1)[C:6]([O:8][CH3:17])=[O:7]. No catalyst specified. The yield is 0.920. (2) The reactants are O=[C:2]1[N:6]([C@@H:7]([C:9]2[CH:14]=[CH:13][CH:12]=[CH:11][CH:10]=2)[CH3:8])[CH2:5][C@H:4]([C:15](OCC)=[O:16])[CH2:3]1.[H-].[Al+3].[Li+].[H-].[H-].[H-]. The catalyst is C(OCC)C. The product is [C:9]1([C@H:7]([N:6]2[CH2:2][CH2:3][C@@H:4]([CH2:15][OH:16])[CH2:5]2)[CH3:8])[CH:10]=[CH:11][CH:12]=[CH:13][CH:14]=1. The yield is 0.970. (3) The reactants are Cl.Cl.[CH3:3][C:4]1[CH:13]=[C:12]([CH2:14][O:15][C:16]2[CH:22]=[CH:21][C:19]([NH2:20])=[CH:18][CH:17]=2)[C:11]2[C:6](=[CH:7][CH:8]=[CH:9][CH:10]=2)[N:5]=1.[NH:23]1[CH2:29][C:27](=[O:28])[NH:26][C:24]1=[O:25]. No catalyst specified. The product is [O:25]=[C:24]1[NH:23][CH:29]([CH:12]([CH3:11])[C:14]([NH:20][C:19]2[CH:18]=[CH:17][C:16]([O:15][CH2:14][C:12]3[C:11]4[C:6](=[CH:7][CH:8]=[CH:9][CH:10]=4)[N:5]=[C:4]([CH3:3])[CH:13]=3)=[CH:22][CH:21]=2)=[O:15])[C:27](=[O:28])[NH:26]1. The yield is 0.130. (4) The reactants are [CH3:1][S:2]([C:4]1[CH:9]=[C:8]([CH2:10][CH2:11][C:12]([O:14]C(C)(C)C)=[O:13])[CH:7]=[C:6]([C:19]2[S:20][C:21]3[CH:29]=[CH:28][CH:27]=[CH:26][C:22]=3[C:23](=[O:25])[N:24]=2)[N:5]=1)=[O:3].C(OC(C)C)(C)C. The catalyst is FC(F)(F)C(O)=O. The product is [CH3:1][S:2]([C:4]1[CH:9]=[C:8]([CH2:10][CH2:11][C:12]([OH:14])=[O:13])[CH:7]=[C:6]([C:19]2[S:20][C:21]3[CH:29]=[CH:28][CH:27]=[CH:26][C:22]=3[C:23](=[O:25])[N:24]=2)[N:5]=1)=[O:3]. The yield is 0.910. (5) The reactants are Br[C:2]1[CH:10]=[CH:9][C:5]([N:6]([CH3:8])[CH3:7])=[CH:4][CH:3]=1.II.[Br:13][C:14]1[CH:21]=[CH:20][CH:19]=[CH:18][C:15]=1[CH:16]=[O:17]. The catalyst is C1COCC1. The product is [Br:13][C:14]1[CH:21]=[CH:20][CH:19]=[CH:18][C:15]=1[CH:16]([C:2]1[CH:10]=[CH:9][C:5]([N:6]([CH3:8])[CH3:7])=[CH:4][CH:3]=1)[OH:17]. The yield is 0.950. (6) The reactants are Cl.[Br:2][C:3]1[CH:22]=[CH:21][C:6]([O:7][C:8]([F:20])([F:19])[CH:9]2[CH2:18][CH2:17][C:12]3(OCC[O:13]3)[CH2:11][CH2:10]2)=[CH:5][CH:4]=1. The catalyst is CC(C)=O. The product is [Br:2][C:3]1[CH:22]=[CH:21][C:6]([O:7][C:8]([F:19])([F:20])[CH:9]2[CH2:10][CH2:11][C:12](=[O:13])[CH2:17][CH2:18]2)=[CH:5][CH:4]=1. The yield is 0.971. (7) The product is [F:5][C:6]1[C:13]([F:14])=[CH:12][CH:11]=[CH:10][C:7]=1[CH:8]=[CH:1][C:2](=[O:3])[CH:4]=[CH:8][C:7]1[CH:10]=[CH:11][CH:12]=[C:13]([F:14])[C:6]=1[F:5]. The reactants are [CH3:1][C:2]([CH3:4])=[O:3].[F:5][C:6]1[C:13]([F:14])=[CH:12][CH:11]=[CH:10][C:7]=1[CH:8]=O.[OH-].[Na+]. The yield is 0.0400. The catalyst is [Cl-].C([N+](C)(C)C)CCCCCCCCCCCCCCC.[Cl-].[Na+].O. (8) The reactants are O=[C:2]([C:6]1[CH:11]=[CH:10][N:9]=[CH:8][CH:7]=1)[CH2:3][C:4]#[N:5].Cl.[NH2:13][OH:14]. The catalyst is C(O)C. The product is [N:9]1[CH:10]=[CH:11][C:6]([C:2]2[CH:3]=[C:4]([NH2:5])[O:14][N:13]=2)=[CH:7][CH:8]=1. The yield is 0.540.